Dataset: Reaction yield outcomes from USPTO patents with 853,638 reactions. Task: Predict the reaction yield, written as a fraction of the theoretical maximum amount of product (1.0 means a 100% yield; for example, 0.34 means a 34% yield). The reactants are N1C=CC=C(C2C=CC3N(C(C=O)=CN=3)C=2)C=1.Br[C:19]1[CH:20]=[CH:21][C:22]2[N:23]([C:25]([CH:28]=[O:29])=[CH:26][N:27]=2)[CH:24]=1.[F:30][C:31]1[N:36]=[CH:35][C:34](B(O)O)=[CH:33][C:32]=1[CH3:40]. No catalyst specified. The product is [F:30][C:31]1[N:36]=[CH:35][C:34]([C:19]2[CH:20]=[CH:21][C:22]3[N:23]([C:25]([CH:28]=[O:29])=[CH:26][N:27]=3)[CH:24]=2)=[CH:33][C:32]=1[CH3:40]. The yield is 0.440.